This data is from Forward reaction prediction with 1.9M reactions from USPTO patents (1976-2016). The task is: Predict the product of the given reaction. (1) Given the reactants Cl[C:2]1[C:11]2[C:6](=[C:7]([I:13])[C:8]([CH3:12])=[CH:9][CH:10]=2)[CH:5]=[CH:4][N:3]=1.[F:14][C:15]([F:24])([F:23])[C:16]1[CH:17]=[C:18]([OH:22])[CH:19]=[CH:20][CH:21]=1.C(=O)([O-])[O-].[Cs+].[Cs+].CS(C)=O, predict the reaction product. The product is: [I:13][C:7]1[C:8]([CH3:12])=[CH:9][CH:10]=[C:11]2[C:6]=1[CH:5]=[CH:4][N:3]=[C:2]2[O:22][C:18]1[CH:19]=[CH:20][CH:21]=[C:16]([C:15]([F:14])([F:23])[F:24])[CH:17]=1. (2) Given the reactants [F:1][C:2]([F:7])([F:6])[C:3]([OH:5])=[O:4].[CH3:8][C:9]1[CH:14]=[C:13]([NH:15][C:16]2[NH:20][N:19]=[CH:18][CH:17]=2)[N:12]=[C:11]([N:21]2[CH2:26][C@H:25]([C:27]3[CH:32]=[CH:31][CH:30]=[CH:29][CH:28]=3)[CH2:24][C@H:23]([C:33]([O:35]C)=[O:34])[CH2:22]2)[N:10]=1.[OH-].[Na+], predict the reaction product. The product is: [F:1][C:2]([F:7])([F:6])[C:3]([OH:5])=[O:4].[CH3:8][C:9]1[CH:14]=[C:13]([NH:15][C:16]2[NH:20][N:19]=[CH:18][CH:17]=2)[N:12]=[C:11]([N:21]2[CH2:26][C@H:25]([C:27]3[CH:28]=[CH:29][CH:30]=[CH:31][CH:32]=3)[CH2:24][C@H:23]([C:33]([OH:35])=[O:34])[CH2:22]2)[N:10]=1.